Task: Regression. Given two drug SMILES strings and cell line genomic features, predict the synergy score measuring deviation from expected non-interaction effect.. Dataset: NCI-60 drug combinations with 297,098 pairs across 59 cell lines (1) Drug 1: C1CC(=O)NC(=O)C1N2CC3=C(C2=O)C=CC=C3N. Drug 2: COC1=NC(=NC2=C1N=CN2C3C(C(C(O3)CO)O)O)N. Cell line: SNB-75. Synergy scores: CSS=5.88, Synergy_ZIP=-1.81, Synergy_Bliss=1.81, Synergy_Loewe=1.96, Synergy_HSA=2.32. (2) Drug 1: CC12CCC(CC1=CCC3C2CCC4(C3CC=C4C5=CN=CC=C5)C)O. Drug 2: CCCCCOC(=O)NC1=NC(=O)N(C=C1F)C2C(C(C(O2)C)O)O. Cell line: SK-MEL-2. Synergy scores: CSS=8.85, Synergy_ZIP=0.843, Synergy_Bliss=6.91, Synergy_Loewe=3.70, Synergy_HSA=4.32.